From a dataset of Forward reaction prediction with 1.9M reactions from USPTO patents (1976-2016). Predict the product of the given reaction. (1) The product is: [CH3:13][O:14][C:2]1[N:3]=[C:4]([OH:12])[C:5]2[CH:11]=[CH:10][N:9]=[CH:8][C:6]=2[N:7]=1. Given the reactants Cl[C:2]1[N:3]=[C:4]([OH:12])[C:5]2[CH:11]=[CH:10][N:9]=[CH:8][C:6]=2[N:7]=1.[CH3:13][O:14][Na], predict the reaction product. (2) Given the reactants Cl.[C:2]([C:5]1[CH:10]=[CH:9][C:8]([C:11]2[CH2:15][C:14]3([CH2:20][CH2:19][NH:18][CH2:17][CH2:16]3)[O:13][N:12]=2)=[CH:7][CH:6]=1)([OH:4])=[O:3].[Cl:21][C:22]1[CH:29]=[CH:28][C:25]([CH:26]=O)=[CH:24][C:23]=1[C:30]([F:33])([F:32])[F:31], predict the reaction product. The product is: [Cl:21][C:22]1[CH:29]=[CH:28][C:25]([CH2:26][N:18]2[CH2:19][CH2:20][C:14]3([O:13][N:12]=[C:11]([C:8]4[CH:9]=[CH:10][C:5]([C:2]([OH:4])=[O:3])=[CH:6][CH:7]=4)[CH2:15]3)[CH2:16][CH2:17]2)=[CH:24][C:23]=1[C:30]([F:31])([F:32])[F:33]. (3) Given the reactants [CH3:1][O:2][C:3]1[CH:22]=[CH:21][C:6]([CH2:7][C@@H:8]2[C:12]3=[N:13][C:14]4[CH:19]=[CH:18][CH:17]=[CH:16][C:15]=4[N:11]3[C:10](=[O:20])[NH:9]2)=[CH:5][CH:4]=1.[CH3:23][C:24]1[O:28][N:27]=[C:26]([C:29]2[CH:34]=[CH:33][CH:32]=[CH:31][CH:30]=2)[C:25]=1[NH2:35].C(O)(C(F)(F)F)=O, predict the reaction product. The product is: [NH:13]1[C:14]2[CH:19]=[CH:18][CH:17]=[CH:16][C:15]=2[N:11]=[C:12]1[C@H:8]([NH:9][C:10]([NH:35][C:25]1[C:26]([C:29]2[CH:30]=[CH:31][CH:32]=[CH:33][CH:34]=2)=[N:27][O:28][C:24]=1[CH3:23])=[O:20])[CH2:7][C:6]1[CH:21]=[CH:22][C:3]([O:2][CH3:1])=[CH:4][CH:5]=1. (4) The product is: [O:13]1[C:17]2[CH:18]=[CH:19][CH:20]=[CH:21][C:16]=2[C:15]([CH2:22][CH2:23][CH2:24][CH2:25][OH:26])=[CH:14]1. Given the reactants S1C2C=CC=CC=2C(CCO)=C1.[O:13]1[C:17]2[CH:18]=[CH:19][CH:20]=[CH:21][C:16]=2[C:15]([CH2:22][CH2:23][CH2:24][C:25](O)=[O:26])=[CH:14]1.[H-].[Al+3].[Li+].[H-].[H-].[H-].C(Cl)Cl.CO, predict the reaction product. (5) Given the reactants [C:1]([CH2:3][CH2:4][NH:5][NH2:6])#[N:2].[CH3:7][O:8][C:9]1[CH:10]=[CH:11][C:12]([CH:15]=O)=[CH:13][CH:14]=1.CC([O-])(C)C.[Na+].O, predict the reaction product. The product is: [CH3:7][O:8][C:9]1[CH:10]=[CH:11][C:12]([CH2:15][N:6]2[C:1]([NH2:2])=[CH:3][CH:4]=[N:5]2)=[CH:13][CH:14]=1. (6) Given the reactants FC(F)(F)C(O)=O.[CH3:8][O:9][C:10]1[CH:15]=[CH:14][CH:13]=[C:12]([O:16][CH3:17])[C:11]=1[C:18]1[N:22]([CH2:23][CH:24]([CH3:26])[CH3:25])[N:21]=[C:20]([C:27]([NH:29][C@@H:30]([CH2:39][CH:40]([CH3:42])[CH3:41])[CH2:31][C:32]([O:34]C(C)(C)C)=[O:33])=[O:28])[CH:19]=1, predict the reaction product. The product is: [CH3:17][O:16][C:12]1[CH:13]=[CH:14][CH:15]=[C:10]([O:9][CH3:8])[C:11]=1[C:18]1[N:22]([CH2:23][CH:24]([CH3:26])[CH3:25])[N:21]=[C:20]([C:27]([NH:29][C@@H:30]([CH2:39][CH:40]([CH3:42])[CH3:41])[CH2:31][C:32]([OH:34])=[O:33])=[O:28])[CH:19]=1. (7) Given the reactants [C:1]([O:5][C:6](=[O:16])[NH:7][C:8]1[CH:9]=[N:10][C:11]([Cl:15])=[CH:12][C:13]=1I)([CH3:4])([CH3:3])[CH3:2].[CH:17]#[C:18][CH2:19][CH3:20].C(N(CC)CC)C, predict the reaction product. The product is: [C:17]([C:13]1[CH:12]=[C:11]([Cl:15])[N:10]=[CH:9][C:8]=1[NH:7][C:6](=[O:16])[O:5][C:1]([CH3:4])([CH3:3])[CH3:2])#[C:18][CH2:19][CH3:20]. (8) Given the reactants [NH2:1][C:2]1[CH:7]=[CH:6][C:5]([C:8]2[CH:16]=[C:15]3[C:11]([CH2:12][N:13]([C@@H:18]([CH:23]([CH3:25])[CH3:24])[C:19]([O:21][CH3:22])=[O:20])[C:14]3=[O:17])=[CH:10][CH:9]=2)=[CH:4][CH:3]=1.[N:26]1[C:35]2[C:30](=[CH:31][CH:32]=[CH:33][CH:34]=2)[CH:29]=[C:28]([C:36](Cl)=[O:37])[CH:27]=1, predict the reaction product. The product is: [CH3:24][CH:23]([CH3:25])[C@H:18]([N:13]1[CH2:12][C:11]2[C:15](=[CH:16][C:8]([C:5]3[CH:4]=[CH:3][C:2]([NH:1][C:36]([C:28]4[CH:27]=[N:26][C:35]5[C:30]([CH:29]=4)=[CH:31][CH:32]=[CH:33][CH:34]=5)=[O:37])=[CH:7][CH:6]=3)=[CH:9][CH:10]=2)[C:14]1=[O:17])[C:19]([O:21][CH3:22])=[O:20]. (9) Given the reactants [Cl:1][C:2]1[CH:7]=[C:6]([C:8]2[C:16]3[C:11](=[N:12][CH:13]=[CH:14][CH:15]=3)[NH:10][CH:9]=2)[N:5]=[C:4]([NH:17][C@H:18]2[CH2:23][CH2:22][C@H:21]([NH2:24])[CH2:20][CH2:19]2)[N:3]=1.[CH:25]1([C:28](Cl)=[O:29])CC1.CCN(C(C)C)C(C)C.[CH2:40]1[CH2:44][O:43][CH2:42][CH2:41]1, predict the reaction product. The product is: [C:28]([O-:29])(=[O:43])[CH3:25].[NH4+:3].[Cl:1][C:2]1[CH:7]=[C:6]([C:8]2[C:16]3[C:11](=[N:12][CH:13]=[CH:14][CH:15]=3)[NH:10][CH:9]=2)[N:5]=[C:4]([NH:17][C@H:18]2[CH2:23][CH2:22][C@H:21]([NH:24][C:42]([CH:41]3[CH2:40][CH2:44]3)=[O:43])[CH2:20][CH2:19]2)[N:3]=1.